Task: Predict the reaction yield, written as a fraction of the theoretical maximum amount of product (1.0 means a 100% yield; for example, 0.34 means a 34% yield).. Dataset: Reaction yield outcomes from USPTO patents with 853,638 reactions (1) The reactants are [Li+].CC([N-]C(C)C)C.[Br:9][C:10]1[CH:11]=[C:12]2[C:17](=[CH:18][CH:19]=1)[N:16]=[C:15]([Cl:20])[CH:14]=[C:13]2[Cl:21].[CH2:22]([O:24][C:25](Cl)=[O:26])[CH3:23]. The catalyst is C1COCC1. The product is [CH2:22]([O:24][C:25]([C:14]1[C:15]([Cl:20])=[N:16][C:17]2[C:12]([C:13]=1[Cl:21])=[CH:11][C:10]([Br:9])=[CH:19][CH:18]=2)=[O:26])[CH3:23]. The yield is 0.670. (2) The reactants are [CH3:1][C:2]1[CH:7]=[CH:6][C:5]([S:8]([O:11][CH2:12][CH:13]2[CH2:17][C:16]3[CH:18]=[CH:19][CH:20]=[C:21](Br)[C:15]=3[O:14]2)(=[O:10])=[O:9])=[CH:4][CH:3]=1.[CH3:23][O:24][C:25]1[CH:30]=[CH:29][C:28]([O:31][CH3:32])=[CH:27][C:26]=1B(O)O. No catalyst specified. The product is [CH3:1][C:2]1[CH:7]=[CH:6][C:5]([S:8]([O:11][CH2:12][CH:13]2[CH2:17][C:16]3[CH:18]=[CH:19][CH:20]=[C:21]([C:29]4[CH:30]=[C:25]([O:24][CH3:23])[CH:26]=[CH:27][C:28]=4[O:31][CH3:32])[C:15]=3[O:14]2)(=[O:10])=[O:9])=[CH:4][CH:3]=1. The yield is 0.510. (3) The reactants are [OH-:1].[Na+].[Cl:3][C:4]1[CH:11]=[C:10]([O:12][CH3:13])[C:9]([O:14][CH2:15][CH3:16])=[CH:8][C:5]=1[CH:6]=[O:7]. The catalyst is O.[Ag-]=O. The product is [Cl:3][C:4]1[CH:11]=[C:10]([O:12][CH3:13])[C:9]([O:14][CH2:15][CH3:16])=[CH:8][C:5]=1[C:6]([OH:1])=[O:7]. The yield is 0.770.